Dataset: Reaction yield outcomes from USPTO patents with 853,638 reactions. Task: Predict the reaction yield, written as a fraction of the theoretical maximum amount of product (1.0 means a 100% yield; for example, 0.34 means a 34% yield). (1) The reactants are [CH3:1][C:2]1[N:3]=[CH:4][S:5][C:6]=1[C:7]1[N:8](C(OC(C)(C)C)=O)[C:9]2[C:14]([CH:15]=1)=[CH:13][CH:12]=[CH:11][CH:10]=2.C(O)(C(F)(F)F)=O. The catalyst is C(Cl)Cl. The product is [CH3:1][C:2]1[N:3]=[CH:4][S:5][C:6]=1[C:7]1[NH:8][C:9]2[C:14]([CH:15]=1)=[CH:13][CH:12]=[CH:11][CH:10]=2. The yield is 0.490. (2) The product is [Cl:1][C:2]1[N:3]=[C:4]2[C:9](=[CH:10][CH:11]=1)[N:8]=[CH:7][C:6]([S:12]([CH3:15])(=[O:14])=[O:13])=[C:5]2[NH:25][C:24]1[CH:23]=[CH:22][C:21]([CH2:20][N:18]([CH3:19])[CH3:17])=[CH:27][CH:26]=1. The reactants are [Cl:1][C:2]1[CH:11]=[CH:10][C:9]2[C:4](=[C:5](Cl)[C:6]([S:12]([CH3:15])(=[O:14])=[O:13])=[CH:7][N:8]=2)[N:3]=1.[CH3:17][N:18]([CH2:20][C:21]1[CH:27]=[CH:26][C:24]([NH2:25])=[CH:23][CH:22]=1)[CH3:19]. No catalyst specified. The yield is 0.800. (3) The reactants are [CH:1]1([N:6]2[CH2:11][CH2:10][N:9]([C:12]([C:14]3[CH:15]=[C:16]4[C:20](=[CH:21][CH:22]=3)[NH:19][C:18]([C:23]([N:25]3[CH2:30][CH2:29][C:28]([F:32])([F:31])[CH2:27][CH2:26]3)=[O:24])=[CH:17]4)=[O:13])[CH2:8][CH2:7]2)[CH2:5][CH2:4][CH2:3][CH2:2]1.[CH2:33]([O:35][C:36]([C:38]1[CH:39]=[C:40](B(O)O)[CH:41]=[CH:42][CH:43]=1)=[O:37])[CH3:34].N1C=CC=CC=1. The catalyst is ClCCl.C([O-])(=O)C.[Cu+2].C([O-])(=O)C. The product is [CH2:33]([O:35][C:36](=[O:37])[C:38]1[CH:39]=[CH:40][CH:41]=[C:42]([N:19]2[C:20]3[C:16](=[CH:15][C:14]([C:12]([N:9]4[CH2:8][CH2:7][N:6]([CH:1]5[CH2:5][CH2:4][CH2:3][CH2:2]5)[CH2:11][CH2:10]4)=[O:13])=[CH:22][CH:21]=3)[CH:17]=[C:18]2[C:23]([N:25]2[CH2:26][CH2:27][C:28]([F:31])([F:32])[CH2:29][CH2:30]2)=[O:24])[CH:43]=1)[CH3:34]. The yield is 0.690. (4) The reactants are [CH3:1][O:2][C:3]1[C:8]2[N:9]=[C:10]([NH:12][C:13](=[O:20])[C:14]3[CH:19]=[CH:18][CH:17]=[CH:16][CH:15]=3)[S:11][C:7]=2[C:6]([N:21]2[CH2:26][CH2:25][S:24][CH2:23][CH2:22]2)=[CH:5][CH:4]=1.I([O-])(=O)(=O)=[O:28].[Na+].O.ClCCl. The catalyst is O1CCOCC1. The product is [CH3:1][O:2][C:3]1[C:8]2[N:9]=[C:10]([NH:12][C:13](=[O:20])[C:14]3[CH:19]=[CH:18][CH:17]=[CH:16][CH:15]=3)[S:11][C:7]=2[C:6]([N:21]2[CH2:22][CH2:23][S:24](=[O:28])[CH2:25][CH2:26]2)=[CH:5][CH:4]=1. The yield is 0.210. (5) The yield is 0.0600. The product is [NH2:1][C:2]1[N:3]=[C:4]([CH3:17])[C:5]2[CH:11]=[C:10]([C:12]3[NH:20][N:19]=[N:18][CH:13]=3)[C:9](=[O:14])[N:8]([CH2:15][CH3:16])[C:6]=2[N:7]=1. The reactants are [NH2:1][C:2]1[N:3]=[C:4]([CH3:17])[C:5]2[CH:11]=[C:10]([C:12]#[CH:13])[C:9](=[O:14])[N:8]([CH2:15][CH3:16])[C:6]=2[N:7]=1.[N-:18]=[N+:19]=[N-:20].[Na+].[Cl-].[NH4+]. The catalyst is CN(C=O)C. (6) The reactants are Cl[C:2]1[CH:17]=[CH:16][C:5]2[NH:6][C:7](=[O:15])[C:8]3[CH:14]=[CH:13][CH:12]=[CH:11][C:9]=3[NH:10][C:4]=2[CH:3]=1.C([O-])=O.[Na+]. The catalyst is O. The product is [CH:14]1[C:8]2[C:7](=[O:15])[NH:6][C:5]3[CH:16]=[CH:17][CH:2]=[CH:3][C:4]=3[NH:10][C:9]=2[CH:11]=[CH:12][CH:13]=1. The yield is 0.780. (7) The reactants are Cl[C:2]1[N:7]=[C:6]2[CH2:8][CH2:9][CH2:10][C:5]2=[C:4]([NH:11][C:12]2[CH:17]=[CH:16][C:15]([CH2:18][C:19]([O:21][CH2:22][CH3:23])=[O:20])=[CH:14][CH:13]=2)[CH:3]=1.[CH3:24][N:25]1[CH2:30][CH2:29][NH:28][CH2:27][CH2:26]1. No catalyst specified. The product is [CH3:24][N:25]1[CH2:30][CH2:29][N:28]([C:2]2[N:7]=[C:6]3[CH2:8][CH2:9][CH2:10][C:5]3=[C:4]([NH:11][C:12]3[CH:17]=[CH:16][C:15]([CH2:18][C:19]([O:21][CH2:22][CH3:23])=[O:20])=[CH:14][CH:13]=3)[CH:3]=2)[CH2:27][CH2:26]1. The yield is 0.150.